Dataset: Full USPTO retrosynthesis dataset with 1.9M reactions from patents (1976-2016). Task: Predict the reactants needed to synthesize the given product. (1) Given the product [I:1][C:2]1[CH:3]=[CH:4][C:5]([C:8]([CH3:19])([CH2:14][OH:15])[CH2:9][OH:10])=[CH:6][CH:7]=1, predict the reactants needed to synthesize it. The reactants are: [I:1][C:2]1[CH:7]=[CH:6][C:5]([C:8]([CH3:19])([C:14](OCC)=[O:15])[C:9](OCC)=[O:10])=[CH:4][CH:3]=1.[H-].C([Al+]CC(C)C)C(C)C.[OH-].[Na+]. (2) Given the product [C:1]([O:5][C:6]([N:8]1[C:17]2[C:12](=[CH:13][C:14]([C:18]([F:19])([F:21])[F:20])=[CH:15][CH:16]=2)[C@H:11]([N:22]([CH2:31][C:30]2[CH:29]=[C:28]([C:27]([F:41])([F:40])[F:26])[CH:35]=[C:34]([C:36]([F:39])([F:38])[F:37])[CH:33]=2)[C:43]([O:45][CH3:46])=[O:44])[CH2:10][C@@H:9]1[CH:23]1[CH2:24][CH2:25]1)=[O:7])([CH3:4])([CH3:2])[CH3:3], predict the reactants needed to synthesize it. The reactants are: [C:1]([O:5][C:6]([N:8]1[C:17]2[C:12](=[CH:13][C:14]([C:18]([F:21])([F:20])[F:19])=[CH:15][CH:16]=2)[C@H:11]([NH2:22])[CH2:10][C@@H:9]1[CH:23]1[CH2:25][CH2:24]1)=[O:7])([CH3:4])([CH3:3])[CH3:2].[F:26][C:27]([F:41])([F:40])[C:28]1[CH:29]=[C:30]([CH:33]=[C:34]([C:36]([F:39])([F:38])[F:37])[CH:35]=1)[CH:31]=O.Cl[C:43]([O:45][CH3:46])=[O:44]. (3) Given the product [NH2:38][C:31]1[C:32]2[C:37](=[CH:36][CH:35]=[CH:34][CH:33]=2)[C:28]([O:27][C:25]2[CH:24]=[CH:23][N:22]=[C:21]([NH:20][C:5]3[CH:6]=[C:7]([O:9][CH2:10][CH2:11][O:12][CH2:13][CH2:14][O:15][CH2:16][CH2:17][O:18][CH3:19])[CH:8]=[C:3]([O:2][CH3:1])[CH:4]=3)[CH:26]=2)=[CH:29][CH:30]=1, predict the reactants needed to synthesize it. The reactants are: [CH3:1][O:2][C:3]1[CH:4]=[C:5]([NH:20][C:21]2[CH:26]=[C:25]([O:27][C:28]3[C:37]4[C:32](=[CH:33][CH:34]=[CH:35][CH:36]=4)[C:31]([NH:38]C(=O)OC(C)(C)C)=[CH:30][CH:29]=3)[CH:24]=[CH:23][N:22]=2)[CH:6]=[C:7]([O:9][CH2:10][CH2:11][O:12][CH2:13][CH2:14][O:15][CH2:16][CH2:17][O:18][CH3:19])[CH:8]=1.C(O)(C(F)(F)F)=O.C(=O)([O-])O.[Na+]. (4) Given the product [OH:5][C@H:4]([C:12]1[CH:11]=[CH:10][CH:9]=[CH:8][C:7]=1[C@@H:6]([OH:13])[CH2:14][CH:15]([CH3:17])[CH3:16])[CH:1]([CH3:3])[CH3:2], predict the reactants needed to synthesize it. The reactants are: [CH:1]([C@H:4]1[C:12]2[C:7](=[CH:8][CH:9]=[CH:10][CH:11]=2)[CH:6]([OH:13])[O:5]1)([CH3:3])[CH3:2].[CH2:14]([Mg]Cl)[CH:15]([CH3:17])[CH3:16].C(Cl)C(C)C.[Mg]. (5) Given the product [NH2:32][C:18]1([CH3:20])[CH2:19][N:16]([S:13]([NH:12][C:10]2[CH:9]=[C:8]([O:22][CH3:23])[N:7]=[C:6]([S:5][CH2:4][C:3]3[CH:24]=[CH:25][CH:26]=[C:27]([F:28])[C:2]=3[F:1])[N:11]=2)(=[O:15])=[O:14])[CH2:17]1, predict the reactants needed to synthesize it. The reactants are: [F:1][C:2]1[C:27]([F:28])=[CH:26][CH:25]=[CH:24][C:3]=1[CH2:4][S:5][C:6]1[N:11]=[C:10]([NH:12][S:13]([N:16]2[CH2:19][C:18](O)([CH3:20])[CH2:17]2)(=[O:15])=[O:14])[CH:9]=[C:8]([O:22][CH3:23])[N:7]=1.C([N:32](C(C)C)CC)(C)C.CS(Cl)(=O)=O. (6) Given the product [CH3:13][O:12][C:8]1[CH:7]=[C:3]([C:4]([OH:6])=[O:5])[C:2]2[N:1]=[C:18]([C:17]3[CH:20]=[CH:21][CH:22]=[CH:23][C:16]=3[C:15]([F:14])([F:24])[F:25])[NH:11][C:10]=2[CH:9]=1, predict the reactants needed to synthesize it. The reactants are: [NH2:1][C:2]1[C:10]([NH2:11])=[CH:9][C:8]([O:12][CH3:13])=[CH:7][C:3]=1[C:4]([OH:6])=[O:5].[F:14][C:15]([F:25])([F:24])[C:16]1[CH:23]=[CH:22][CH:21]=[CH:20][C:17]=1[CH:18]=O.S(S([O-])=O)([O-])(=O)=O.[Na+].[Na+]. (7) Given the product [CH2:2]([N+:4]([O-:5])=[CH:6][C:8]1[C:16]([CH3:17])=[CH:15][C:14]([S:18]([OH:21])(=[O:19])=[O:20])=[CH:13][C:9]=1[C:10]([OH:12])=[O:11])[CH3:3], predict the reactants needed to synthesize it. The reactants are: Cl.[CH2:2]([NH:4][OH:5])[CH3:3].[CH:6]([C:8]1[C:16]([CH3:17])=[CH:15][C:14]([S:18]([OH:21])(=[O:20])=[O:19])=[CH:13][C:9]=1[C:10]([OH:12])=[O:11])=O.